Dataset: Reaction yield outcomes from USPTO patents with 853,638 reactions. Task: Predict the reaction yield, written as a fraction of the theoretical maximum amount of product (1.0 means a 100% yield; for example, 0.34 means a 34% yield). (1) The reactants are Cl.S([O-])([O-])(=O)=O.[Mg+2].O=C[C@@H]([C@H]([C@@H]([C@@H](CO)O)O)O)O.[OH-].[Na+].[Cl:22][C:23]1[C:28]([F:29])=[CH:27][CH:26]=[C:25]([Cl:30])[C:24]=1[C:31](=[O:33])[CH3:32]. The catalyst is N(CCO)(CCO)CCO.O. The product is [Cl:22][C:23]1[C:28]([F:29])=[CH:27][CH:26]=[C:25]([Cl:30])[C:24]=1[C@@H:31]([OH:33])[CH3:32]. The yield is 0.940. (2) The reactants are [CH3:1][C:2]1([CH3:21])[O:7][C:6](=[O:8])[NH:5][C:4]2[CH:9]=[CH:10][C:11]([C:13]3[CH:14]=[C:15]([CH:18]=[CH:19][CH:20]=3)[C:16]#[N:17])=[CH:12][C:3]1=2.C[Si]([N:26]=[N+:27]=[N-:28])(C)C.C([Sn](=O)CCCC)CCC. The catalyst is O1CCOCC1. The product is [CH3:1][C:2]1([CH3:21])[O:7][C:6](=[O:8])[NH:5][C:4]2[CH:9]=[CH:10][C:11]([C:13]3[CH:20]=[CH:19][CH:18]=[C:15]([C:16]4[NH:28][N:27]=[N:26][N:17]=4)[CH:14]=3)=[CH:12][C:3]1=2. The yield is 0.260.